This data is from Catalyst prediction with 721,799 reactions and 888 catalyst types from USPTO. The task is: Predict which catalyst facilitates the given reaction. (1) Reactant: [Si:1]([O:8][CH2:9][C@H:10]1[O:14][C:13]([CH3:16])([CH3:15])[N:12]([C:17]([O:19][C:20]([CH3:23])([CH3:22])[CH3:21])=[O:18])[C@H:11]1[CH2:24][C:25]1[N:26]=[CH:27][S:28][CH:29]=1)([C:4]([CH3:7])([CH3:6])[CH3:5])([CH3:3])[CH3:2].[CH2:30]([Li])CCC.IC. Product: [Si:1]([O:8][CH2:9][C@H:10]1[O:14][C:13]([CH3:15])([CH3:16])[N:12]([C:17]([O:19][C:20]([CH3:21])([CH3:23])[CH3:22])=[O:18])[C@H:11]1[CH2:24][C:25]1[N:26]=[C:27]([CH3:30])[S:28][CH:29]=1)([C:4]([CH3:5])([CH3:6])[CH3:7])([CH3:2])[CH3:3]. The catalyst class is: 1. (2) The catalyst class is: 5. Product: [CH3:3][O:4][C:5]1[CH:12]=[CH:11][C:8]([C@@H:9]2[O:10][CH:14]=[N:13][C@H:15]2[C:16]([N:18]2[CH2:22][CH2:21][CH2:20][CH2:19]2)=[O:17])=[CH:7][CH:6]=1. Reactant: [OH-].[K+].[CH3:3][O:4][C:5]1[CH:12]=[CH:11][C:8]([CH:9]=[O:10])=[CH:7][CH:6]=1.[N+:13]([CH2:15][C:16]([N:18]1[CH2:22][CH2:21][CH2:20][CH2:19]1)=[O:17])#[C-:14]. (3) Reactant: [C:1]1([C:32]2[CH:37]=[CH:36][CH:35]=[CH:34][CH:33]=2)[CH:6]=[CH:5][CH:4]=[C:3]([C:7]2[N:12]=[C:11]([C:13]3[CH:14]=[C:15]([C:19]4[CH:24]=[CH:23][CH:22]=[CH:21][CH:20]=4)[CH:16]=[CH:17][CH:18]=3)[N:10]=[C:9]([C:25]3[CH:30]=[CH:29][CH:28]=[C:27](Br)[CH:26]=3)[N:8]=2)[CH:2]=1.[CH:38](B(O)O)=[CH:39][C:40]1[CH:45]=[CH:44][CH:43]=[CH:42][CH:41]=1.C(=O)([O-])[O-].[Na+].[Na+]. Product: [C:1]1([C:32]2[CH:37]=[CH:36][CH:35]=[CH:34][CH:33]=2)[CH:6]=[CH:5][CH:4]=[C:3]([C:7]2[N:12]=[C:11]([C:13]3[CH:14]=[C:15]([C:19]4[CH:24]=[CH:23][CH:22]=[CH:21][CH:20]=4)[CH:16]=[CH:17][CH:18]=3)[N:10]=[C:9]([C:25]3[CH:26]=[C:27]([C:43]4[CH:44]=[CH:45][C:40]([CH:39]=[CH2:38])=[CH:41][CH:42]=4)[CH:28]=[CH:29][CH:30]=3)[N:8]=2)[CH:2]=1. The catalyst class is: 11. (4) The catalyst class is: 6. Product: [Cl:1][C:2]1[CH:7]=[CH:6][CH:5]=[CH:4][C:3]=1[NH:8][C:9](=[O:14])[C:10](=[CH:21][N:22]([CH3:25])[CH3:23])[C:11](=[O:13])[CH3:12]. Reactant: [Cl:1][C:2]1[CH:7]=[CH:6][CH:5]=[CH:4][C:3]=1[NH:8][C:9](=[O:14])[CH2:10][C:11](=[O:13])[CH3:12].C(=O)([O-])[O-].[K+].[K+].[CH3:21][N:22]([CH3:25])[CH:23]=O.COC(OC)N(C)C.